From a dataset of Reaction yield outcomes from USPTO patents with 853,638 reactions. Predict the reaction yield, written as a fraction of the theoretical maximum amount of product (1.0 means a 100% yield; for example, 0.34 means a 34% yield). (1) The product is [CH2:20]([O:22][C:23]1[CH:24]=[C:25]([CH:26]2[C:7]([C:1]3[CH:6]=[CH:5][CH:4]=[CH:3][CH:2]=3)=[C:8]([C:10]3[CH:11]=[C:12]4[C:17](=[CH:18][CH:19]=3)[N:16]=[CH:15][CH:14]=[CH:13]4)[NH:38][C:36](=[O:37])[NH:35]2)[CH:28]=[C:29]([N+:32]([O-:34])=[O:33])[C:30]=1[OH:31])[CH3:21]. The catalyst is C(O)C. The yield is 0.118. The reactants are [C:1]1([CH2:7][C:8]([C:10]2[CH:11]=[C:12]3[C:17](=[CH:18][CH:19]=2)[N:16]=[CH:15][CH:14]=[CH:13]3)=O)[CH:6]=[CH:5][CH:4]=[CH:3][CH:2]=1.[CH2:20]([O:22][C:23]1[CH:24]=[C:25]([CH:28]=[C:29]([N+:32]([O-:34])=[O:33])[C:30]=1[OH:31])[CH:26]=O)[CH3:21].[NH2:35][C:36]([NH2:38])=[O:37].Cl. (2) The reactants are [C:1]([O:4][CH2:5][C:6]1[C:11](Cl)=[CH:10][CH:9]=[CH:8][C:7]=1[N:13]1[N:22]([CH3:23])[CH2:21][C:20]2[C:15](=[CH:16][CH:17]=[C:18]([C:24]([CH3:27])([CH3:26])[CH3:25])[CH:19]=2)[C:14]1=[O:28])(=[O:3])[CH3:2].[B:29]1([B:29]2[O:33][C:32]([CH3:35])([CH3:34])[C:31]([CH3:37])([CH3:36])[O:30]2)[O:33][C:32]([CH3:35])([CH3:34])[C:31]([CH3:37])([CH3:36])[O:30]1.C([O-])(=O)C.[K+].CC(C1C=C(C(C)C)C(C2C=CC=CC=2P(C2CCCCC2)C2CCCCC2)=C(C(C)C)C=1)C. The catalyst is C1C=CC(/C=C/C(/C=C/C2C=CC=CC=2)=O)=CC=1.C1C=CC(/C=C/C(/C=C/C2C=CC=CC=2)=O)=CC=1.[Pd].O1CCOCC1. The product is [C:1]([O:4][CH2:5][C:6]1[C:11]([B:29]2[O:33][C:32]([CH3:35])([CH3:34])[C:31]([CH3:37])([CH3:36])[O:30]2)=[CH:10][CH:9]=[CH:8][C:7]=1[N:13]1[N:22]([CH3:23])[CH2:21][C:20]2[C:15](=[CH:16][CH:17]=[C:18]([C:24]([CH3:27])([CH3:26])[CH3:25])[CH:19]=2)[C:14]1=[O:28])(=[O:3])[CH3:2]. The yield is 0.820. (3) The reactants are F[C:2]1[C:7]([C:8]2[N:13]=[C:12]([CH3:14])[N:11]=[C:10]([N:15]([CH2:25][C:26]3[CH:31]=[CH:30][C:29]([O:32][CH3:33])=[CH:28][CH:27]=3)[CH2:16][C:17]3[CH:22]=[CH:21][C:20]([O:23][CH3:24])=[CH:19][CH:18]=3)[N:9]=2)=[CH:6][C:5]([CH2:34][N:35]2[CH2:40][CH2:39][N:38]([S:41]([CH3:44])(=[O:43])=[O:42])[CH2:37][CH2:36]2)=[CH:4][N:3]=1.[CH:45]1[C:54]2[C:49](=[CH:50][CH:51]=[C:52]([NH2:55])[CH:53]=2)[CH:48]=[CH:47][N:46]=1.C[Si]([N-][Si](C)(C)C)(C)C.[Na+].CO. The catalyst is O1CCOCC1.[NH4+].[Cl-].C(Cl)Cl. The product is [CH3:24][O:23][C:20]1[CH:21]=[CH:22][C:17]([CH2:16][N:15]([CH2:25][C:26]2[CH:31]=[CH:30][C:29]([O:32][CH3:33])=[CH:28][CH:27]=2)[C:10]2[N:11]=[C:12]([CH3:14])[N:13]=[C:8]([C:7]3[C:2]([NH:55][C:52]4[CH:53]=[C:54]5[C:49]([CH:48]=[CH:47][N:46]=[CH:45]5)=[CH:50][CH:51]=4)=[N:3][CH:4]=[C:5]([CH2:34][N:35]4[CH2:40][CH2:39][N:38]([S:41]([CH3:44])(=[O:43])=[O:42])[CH2:37][CH2:36]4)[CH:6]=3)[N:9]=2)=[CH:18][CH:19]=1. The yield is 0.313. (4) The reactants are FC(F)(F)C(O)=O.[Cl:8][C:9]1[CH:10]=[C:11]([C:19]2[S:23][C:22]([N:24]3[C:39]([CH3:40])=[C:27]4[CH2:28][N:29](C(OC(C)(C)C)=O)[CH2:30][CH2:31][C:26]4=[N:25]3)=[N:21][N:20]=2)[CH:12]=[CH:13][C:14]=1[O:15][CH:16]([CH3:18])[CH3:17]. The catalyst is C(Cl)Cl. The product is [Cl:8][C:9]1[CH:10]=[C:11]([C:19]2[S:23][C:22]([N:24]3[C:39]([CH3:40])=[C:27]4[CH2:28][NH:29][CH2:30][CH2:31][C:26]4=[N:25]3)=[N:21][N:20]=2)[CH:12]=[CH:13][C:14]=1[O:15][CH:16]([CH3:18])[CH3:17]. The yield is 0.920. (5) The reactants are [NH2:1][C:2]1[C:3]([NH:12][CH2:13][CH:14]([O:17][CH3:18])[O:15][CH3:16])=[C:4]([CH:9]=[CH:10][CH:11]=1)[C:5]([O:7][CH3:8])=[O:6].[C:19](OC)(OC)(OC)[CH3:20]. The catalyst is CN(C=O)C. The product is [CH3:16][O:15][CH:14]([O:17][CH3:18])[CH2:13][N:12]1[C:3]2[C:4]([C:5]([O:7][CH3:8])=[O:6])=[CH:9][CH:10]=[CH:11][C:2]=2[N:1]=[C:19]1[CH3:20]. The yield is 0.720. (6) The reactants are [Cl:1][C:2]1[CH:24]=[CH:23][C:5]([CH2:6][NH:7][C:8]([C:10]2[C:11](=[O:22])[C:12]3[CH:20]=[C:19](I)[CH:18]=[N:17][C:13]=3[N:14]([CH3:16])[N:15]=2)=[O:9])=[CH:4][CH:3]=1.C(NCC)C.[CH2:30]([OH:33])[C:31]#[CH:32]. The catalyst is CCOC(C)=O.Cl[Pd](Cl)([P](C1C=CC=CC=1)(C1C=CC=CC=1)C1C=CC=CC=1)[P](C1C=CC=CC=1)(C1C=CC=CC=1)C1C=CC=CC=1.[Cu]I. The product is [Cl:1][C:2]1[CH:24]=[CH:23][C:5]([CH2:6][NH:7][C:8]([C:10]2[C:11](=[O:22])[C:12]3[CH:20]=[C:19]([C:32]#[C:31][CH2:30][OH:33])[CH:18]=[N:17][C:13]=3[N:14]([CH3:16])[N:15]=2)=[O:9])=[CH:4][CH:3]=1. The yield is 0.710. (7) The reactants are Br[CH:2]1[C:10]2([CH2:15][CH2:14][N:13]([C:16]([O:18][CH2:19][C:20]3[CH:25]=[CH:24][CH:23]=[CH:22][CH:21]=3)=[O:17])[CH2:12][CH2:11]2)[CH2:9][C:8]2[CH:7]=[N:6][N:5]([C:26]([CH3:29])([CH3:28])[CH3:27])[C:4]=2[C:3]1=[O:30].[Cl-].[NH4+]. The catalyst is O1CCCC1.[Zn]. The product is [C:26]([N:5]1[C:4]2[C:3](=[O:30])[CH2:2][C:10]3([CH2:11][CH2:12][N:13]([C:16]([O:18][CH2:19][C:20]4[CH:21]=[CH:22][CH:23]=[CH:24][CH:25]=4)=[O:17])[CH2:14][CH2:15]3)[CH2:9][C:8]=2[CH:7]=[N:6]1)([CH3:29])([CH3:27])[CH3:28]. The yield is 0.960. (8) The reactants are [O:1]1[CH2:6][CH2:5][CH:4]([C@@H:7]([OH:10])[CH2:8][OH:9])[CH2:3][CH2:2]1.N1C(C)=CC=CC=1C.[Si:19](Cl)([C:22]([CH3:25])([CH3:24])[CH3:23])([CH3:21])[CH3:20].[NH4+].[Cl-]. The catalyst is C(Cl)Cl. The product is [Si:19]([O:9][CH2:8][C@@H:7]([CH:4]1[CH2:5][CH2:6][O:1][CH2:2][CH2:3]1)[OH:10])([C:22]([CH3:25])([CH3:24])[CH3:23])([CH3:21])[CH3:20]. The yield is 0.200. (9) The reactants are [NH2:1][C:2]1[S:3][C:4](Br)=[C:5]([C:7]([CH3:10])([CH3:9])[CH3:8])[N:6]=1.[NH:12]1[CH2:17][CH2:16][CH2:15][CH2:14][CH2:13]1.C(=O)([O-])[O-].[K+].[K+].C(#N)C. The catalyst is O. The product is [NH2:1][C:2]1[S:3][C:4]([N:12]2[CH2:17][CH2:16][CH2:15][CH2:14][CH2:13]2)=[C:5]([C:7]([CH3:10])([CH3:9])[CH3:8])[N:6]=1. The yield is 0.793. (10) The catalyst is C(COC)OC.CCO.C1C=CC([P]([Pd]([P](C2C=CC=CC=2)(C2C=CC=CC=2)C2C=CC=CC=2)([P](C2C=CC=CC=2)(C2C=CC=CC=2)C2C=CC=CC=2)[P](C2C=CC=CC=2)(C2C=CC=CC=2)C2C=CC=CC=2)(C2C=CC=CC=2)C2C=CC=CC=2)=CC=1. The yield is 0.290. The product is [NH2:15][C:16]1[N:21]=[C:20]([NH:22][C:23]([C:25]2[CH:30]=[CH:29][CH:28]=[CH:27][C:26]=2[F:31])=[O:24])[CH:19]=[CH:18][C:17]=1[C:6]1[N:2]([CH3:1])[N:3]=[C:4]([C:10]2[O:11][CH:12]=[CH:13][CH:14]=2)[CH:5]=1. The reactants are [CH3:1][N:2]1[C:6](B(O)O)=[CH:5][C:4]([C:10]2[O:11][CH:12]=[CH:13][CH:14]=2)=[N:3]1.[NH2:15][C:16]1[N:21]=[C:20]([NH:22][C:23]([C:25]2[CH:30]=[CH:29][CH:28]=[CH:27][C:26]=2[F:31])=[O:24])[CH:19]=[CH:18][C:17]=1Br.C([O-])([O-])=O.[Na+].[Na+].